This data is from Peptide-MHC class I binding affinity with 185,985 pairs from IEDB/IMGT. The task is: Regression. Given a peptide amino acid sequence and an MHC pseudo amino acid sequence, predict their binding affinity value. This is MHC class I binding data. (1) The peptide sequence is QTYDWTLNR. The binding affinity (normalized) is 0.0847. The MHC is HLA-A01:01 with pseudo-sequence HLA-A01:01. (2) The peptide sequence is FIPISASDM. The MHC is HLA-A02:06 with pseudo-sequence HLA-A02:06. The binding affinity (normalized) is 0.373. (3) The peptide sequence is NSMNVAVIDK. The MHC is HLA-A31:01 with pseudo-sequence HLA-A31:01. The binding affinity (normalized) is 0.388. (4) The peptide sequence is VRQRVIPVY. The MHC is HLA-A24:02 with pseudo-sequence HLA-A24:02. The binding affinity (normalized) is 0.0704. (5) The peptide sequence is CLIFLLVLL. The MHC is HLA-A11:01 with pseudo-sequence HLA-A11:01. The binding affinity (normalized) is 0.0310. (6) The peptide sequence is IQWMYRQQNPI. The MHC is Mamu-B08 with pseudo-sequence Mamu-B08. The binding affinity (normalized) is 0.0843.